This data is from Reaction yield outcomes from USPTO patents with 853,638 reactions. The task is: Predict the reaction yield, written as a fraction of the theoretical maximum amount of product (1.0 means a 100% yield; for example, 0.34 means a 34% yield). (1) The reactants are O[CH2:2][C@@H:3]([CH3:16])[CH2:4][N:5]1[C:14]2[C:9](=[CH:10][CH:11]=[CH:12][CH:13]=2)[CH2:8][CH2:7][C:6]1=[O:15].C1C=CC(P(C2C=CC=CC=2)C2C=CC=CC=2)=CC=1.N1C=CN=C1.[I:41]I. The catalyst is C(Cl)Cl. The product is [I:41][CH2:2][C@@H:3]([CH3:16])[CH2:4][N:5]1[C:14]2[C:9](=[CH:10][CH:11]=[CH:12][CH:13]=2)[CH2:8][CH2:7][C:6]1=[O:15]. The yield is 0.930. (2) The reactants are [O:1]1CCCO[CH:2]1[C:7]1[CH:8]=[CH:9][C:10]([C:13]2[S:21][C:20]3[C:15](=[N:16][CH:17]=[CH:18][C:19]=3[O:22][C:23]3[CH:28]=[CH:27][C:26]([N+:29]([O-:31])=[O:30])=[CH:25][C:24]=3[F:32])[CH:14]=2)=[N:11][CH:12]=1. The catalyst is C(O)(=O)C.O. The product is [F:32][C:24]1[CH:25]=[C:26]([N+:29]([O-:31])=[O:30])[CH:27]=[CH:28][C:23]=1[O:22][C:19]1[CH:18]=[CH:17][N:16]=[C:15]2[CH:14]=[C:13]([C:10]3[CH:9]=[CH:8][C:7]([CH:2]=[O:1])=[CH:12][N:11]=3)[S:21][C:20]=12. The yield is 0.760. (3) The reactants are [C:1]([C:3]1[CH:8]=[CH:7][CH:6]=[CH:5][C:4]=1[C:9]1[CH:14]=[CH:13][C:12]([CH2:15][C:16]2[C:17](=[O:44])[N:18]([C@H:28]3[CH2:33][CH2:32][C@H:31]([O:34][CH:35]([CH2:41][CH:42]=C)[C:36]([O:38][CH2:39][CH3:40])=[O:37])[CH2:30][CH2:29]3)[C:19]3[N:20]([N:25]=[CH:26][N:27]=3)[C:21]=2[CH2:22][CH2:23][CH3:24])=[CH:11][CH:10]=1)#[N:2].I([O-])(=O)(=O)=[O:46].[Na+].CC(C)=O.C(#N)C. The catalyst is [Os](=O)(=O)(=O)=O.O. The product is [C:1]([C:3]1[CH:8]=[CH:7][CH:6]=[CH:5][C:4]=1[C:9]1[CH:10]=[CH:11][C:12]([CH2:15][C:16]2[C:17](=[O:44])[N:18]([C@H:28]3[CH2:29][CH2:30][C@H:31]([O:34][CH:35]([CH2:41][CH2:42][OH:46])[C:36]([O:38][CH2:39][CH3:40])=[O:37])[CH2:32][CH2:33]3)[C:19]3[N:20]([N:25]=[CH:26][N:27]=3)[C:21]=2[CH2:22][CH2:23][CH3:24])=[CH:13][CH:14]=1)#[N:2]. The yield is 0.370. (4) The reactants are [C:1]([C:4]1[C:12]2[C:7](=[C:8]3[CH2:15][CH2:14][O:13][C:9]3=[CH:10][CH:11]=2)[NH:6][CH:5]=1)(=O)[CH3:2].B.CC(C)=O. The catalyst is O1CCCC1. The product is [CH2:1]([C:4]1[C:12]2[C:7](=[C:8]3[CH2:15][CH2:14][O:13][C:9]3=[CH:10][CH:11]=2)[NH:6][CH:5]=1)[CH3:2]. The yield is 0.450. (5) The reactants are [Br:1][C:2]1[CH:3]=[C:4]([CH:8]=[C:9]([F:11])[CH:10]=1)[C:5]([OH:7])=[O:6].[CH3:12][Si](C=[N+]=[N-])(C)C.C(O)(=O)C. The catalyst is C(Cl)Cl.CO. The product is [CH3:12][O:6][C:5](=[O:7])[C:4]1[CH:8]=[C:9]([F:11])[CH:10]=[C:2]([Br:1])[CH:3]=1. The yield is 0.710. (6) The reactants are [NH2:1][C:2]1[CH:10]=[CH:9][CH:8]=[C:4]([C:5]([OH:7])=O)[C:3]=1[C:11]([OH:13])=[O:12].[C:14](OC(=O)C)(=[O:16])[CH3:15]. No catalyst specified. The product is [C:14]([NH:1][C:2]1[CH:10]=[CH:9][CH:8]=[C:4]2[C:5]([O:13][C:11](=[O:12])[C:3]=12)=[O:7])(=[O:16])[CH3:15]. The yield is 0.610.